This data is from Peptide-MHC class I binding affinity with 185,985 pairs from IEDB/IMGT. The task is: Regression. Given a peptide amino acid sequence and an MHC pseudo amino acid sequence, predict their binding affinity value. This is MHC class I binding data. (1) The peptide sequence is TLNTLITLIL. The MHC is HLA-A02:02 with pseudo-sequence HLA-A02:02. The binding affinity (normalized) is 0.537. (2) The peptide sequence is ETLAGAWGDLW. The MHC is Mamu-B52 with pseudo-sequence Mamu-B52. The binding affinity (normalized) is 0.589. (3) The peptide sequence is TPEGIIPAL. The MHC is HLA-B07:02 with pseudo-sequence HLA-B07:02. The binding affinity (normalized) is 0.446. (4) The peptide sequence is LILGLVLAL. The MHC is HLA-A02:02 with pseudo-sequence HLA-A02:02. The binding affinity (normalized) is 0.384. (5) The MHC is HLA-A02:02 with pseudo-sequence HLA-A02:02. The binding affinity (normalized) is 0.429. The peptide sequence is KLEGDSTDL. (6) The peptide sequence is YQVVECKEVF. The MHC is H-2-Kb with pseudo-sequence H-2-Kb. The binding affinity (normalized) is 0.110. (7) The peptide sequence is SQFGGGSQY. The MHC is HLA-A31:01 with pseudo-sequence HLA-A31:01. The binding affinity (normalized) is 0.0847. (8) The peptide sequence is GRYIVYSSY. The MHC is HLA-B48:01 with pseudo-sequence HLA-B48:01. The binding affinity (normalized) is 0.0847. (9) The peptide sequence is EIAQHGAWY. The MHC is HLA-B38:01 with pseudo-sequence HLA-B38:01. The binding affinity (normalized) is 0.0847. (10) The peptide sequence is TVYGLGADV. The MHC is HLA-A26:01 with pseudo-sequence HLA-A26:01. The binding affinity (normalized) is 0.0847.